From a dataset of NCI-60 drug combinations with 297,098 pairs across 59 cell lines. Regression. Given two drug SMILES strings and cell line genomic features, predict the synergy score measuring deviation from expected non-interaction effect. Drug 1: CC1=C(C=C(C=C1)NC2=NC=CC(=N2)N(C)C3=CC4=NN(C(=C4C=C3)C)C)S(=O)(=O)N.Cl. Drug 2: CC1C(C(CC(O1)OC2CC(OC(C2O)C)OC3=CC4=CC5=C(C(=O)C(C(C5)C(C(=O)C(C(C)O)O)OC)OC6CC(C(C(O6)C)O)OC7CC(C(C(O7)C)O)OC8CC(C(C(O8)C)O)(C)O)C(=C4C(=C3C)O)O)O)O. Cell line: HCC-2998. Synergy scores: CSS=8.41, Synergy_ZIP=7.29, Synergy_Bliss=8.24, Synergy_Loewe=-2.26, Synergy_HSA=-3.28.